From a dataset of NCI-60 drug combinations with 297,098 pairs across 59 cell lines. Regression. Given two drug SMILES strings and cell line genomic features, predict the synergy score measuring deviation from expected non-interaction effect. Drug 1: CNC(=O)C1=CC=CC=C1SC2=CC3=C(C=C2)C(=NN3)C=CC4=CC=CC=N4. Drug 2: C1=NC2=C(N=C(N=C2N1C3C(C(C(O3)CO)O)F)Cl)N. Cell line: SF-539. Synergy scores: CSS=14.9, Synergy_ZIP=-8.18, Synergy_Bliss=-3.06, Synergy_Loewe=-0.892, Synergy_HSA=0.116.